The task is: Predict the product of the given reaction.. This data is from Forward reaction prediction with 1.9M reactions from USPTO patents (1976-2016). (1) Given the reactants C([O:5][C:6]([NH:8][CH2:9][C:10]1[O:14][N:13]=[C:12]([C@@H:15]2[CH2:19][C:18](=[N:20][O:21][CH3:22])[CH2:17][N:16]2[C:23]([C:25]2[CH:30]=[CH:29][C:28]([C:31]3[CH:36]=[CH:35][CH:34]=[CH:33][CH:32]=3)=[CH:27][CH:26]=2)=[O:24])[N:11]=1)=O)(C)(C)C.C(O)(C(F)(F)F)=O.C(Cl)Cl.C(=O)([O-])[O-].[Na+].[Na+].[N:53]1([CH2:59][CH2:60]C(O)=O)[CH2:58][CH2:57][CH2:56][CH2:55][CH2:54]1.C(Cl)CCl, predict the reaction product. The product is: [C:28]1([C:31]2[CH:32]=[CH:33][CH:34]=[CH:35][CH:36]=2)[CH:27]=[CH:26][C:25]([C:23]([N:16]2[CH2:17][C:18](=[N:20][O:21][CH3:22])[CH2:19][C@H:15]2[C:12]2[N:11]=[C:10]([CH2:9][NH:8][C:6](=[O:5])[CH2:60][CH2:59][N:53]3[CH2:58][CH2:57][CH2:56][CH2:55][CH2:54]3)[O:14][N:13]=2)=[O:24])=[CH:30][CH:29]=1. (2) The product is: [O:30]=[S:2]1(=[O:1])[CH2:7][CH2:6][N:5]([C:8]([C:10]2[N:11]([C:36]3[CH:37]=[C:32]([CH3:31])[CH:33]=[CH:34][CH:35]=3)[C:12]3[C:17]([CH:18]=2)=[CH:16][C:15]([C:19]([N:21]2[CH2:22][CH2:23][N:24]([CH:27]([CH3:28])[CH3:29])[CH2:25][CH2:26]2)=[O:20])=[CH:14][CH:13]=3)=[O:9])[CH2:4][CH2:3]1. Given the reactants [O:1]=[S:2]1(=[O:30])[CH2:7][CH2:6][N:5]([C:8]([C:10]2[NH:11][C:12]3[C:17]([CH:18]=2)=[CH:16][C:15]([C:19]([N:21]2[CH2:26][CH2:25][N:24]([CH:27]([CH3:29])[CH3:28])[CH2:23][CH2:22]2)=[O:20])=[CH:14][CH:13]=3)=[O:9])[CH2:4][CH2:3]1.[CH3:31][C:32]1[CH:33]=[C:34](B(O)O)[CH:35]=[CH:36][CH:37]=1.N1C=CC=CC=1, predict the reaction product.